This data is from Forward reaction prediction with 1.9M reactions from USPTO patents (1976-2016). The task is: Predict the product of the given reaction. (1) Given the reactants CN([CH2:4][C:5]1[O:12][C:11]2[CH:10]=[C:9]([C:13]([O:15][CH3:16])=[O:14])[NH:8][C:7]=2[CH:6]=1)C.CI.[BH4-].[Na+].Cl.CC1CCCCC1.C, predict the reaction product. The product is: [CH3:4][C:5]1[O:12][C:11]2[CH:10]=[C:9]([C:13]([O:15][CH3:16])=[O:14])[NH:8][C:7]=2[CH:6]=1. (2) Given the reactants [Cl:1][C:2]1[C:3]2[C:4](=[N:29][S:30][N:31]=2)[CH:5]=[C:6]2[C:11]=1[N:10]=[C:9]([C:12]1[N:13]([C:21]3[C:26]([Cl:27])=[CH:25][CH:24]=[CH:23][N:22]=3)[N:14]=[C:15]([C:17]([F:20])([F:19])[F:18])[CH:16]=1)[O:8][C:7]2=[O:28].[CH3:32][NH2:33], predict the reaction product. The product is: [CH3:32][NH:33][C:7]([C:6]1[C:11]([NH:10][C:9]([C:12]2[N:13]([C:21]3[C:26]([Cl:27])=[CH:25][CH:24]=[CH:23][N:22]=3)[N:14]=[C:15]([C:17]([F:19])([F:18])[F:20])[CH:16]=2)=[O:8])=[C:2]([Cl:1])[C:3]2[C:4]([CH:5]=1)=[N:29][S:30][N:31]=2)=[O:28].